From a dataset of Drug-target binding data from BindingDB using IC50 measurements. Regression. Given a target protein amino acid sequence and a drug SMILES string, predict the binding affinity score between them. We predict pIC50 (pIC50 = -log10(IC50 in M); higher means more potent). Dataset: bindingdb_ic50. (1) The drug is C[C@@H](Oc1cc(-c2cnn(C3CCNCC3)c2)cnc1N)c1c(Cl)ccc(F)c1Cl. The target protein (Q9NWT8) has sequence MLLGRLTSQLLRAVPWAGGRPPWPVSGVLGSRVCGPLYSTSPAGPGRAASLPRKGAQLELEEMLVPRKMSVSPLESWLTARCFLPRLDTGTAGTVAPPQSYQCPPSQIGEGAEQGDEGVADAPQIQCKNVLKIRRRKMNHHKYRKLVKKTRFLRRKVQEGRLRRKQIKFEKDLRRIWLKAGLKEAPEGWQTPKIYLRGK. The pIC50 is 5.0. (2) The compound is Cc1ccc(NC(=O)Nc2cc(C(F)(F)F)ccc2F)cc1Nc1ccc2c(c1)NC(=O)/C2=C\c1ccc[nH]1. The target protein (Q06806) has sequence MVWWGSSLLLPTLFLASHVGASVDLTLLANLRITDPQRFFLTCVSGEAGAGRSSDPPLLLEKDDRIVRTFPPGQPLYLARNGSHQVTLRGFSKPSDLVGVFSCVGGAGARRTRVLYVHNSPGAHLFPDKVTHTVNKGDTAVLSAHVHKEKQTDVIWKNNGSYFNTLDWQEADDGRFQLQLQNVQPPSSGIYSATYLEASPLGSAFFRLIVRGCGAGRWGPGCVKDCPGCLHGGVCHDHDGECVCPPGFTGTRCEQACREGRFGQSCQEQCPGTAGCRGLTFCLPDPYGCSCGSGWRGSQCQEACAPGHFGADCRLQCQCQNGGTCDRFSGCVCPSGWHGVHCEKSDRIPQILSMATEVEFNIGTMPRINCAAAGNPFPVRGSMKLRKPDGTMLLSTKVIVEPDRTTAEFEVPSLTLGDSGFWECRVSTSGGQDSRRFKVNVKVPPVPLTAPRLLAKQSRQLVVSPLVSFSGDGPISSVRLHYRPQDSTIAWSAIVVDPSE.... The pIC50 is 5.2. (3) The compound is O=C1NN=C2CCCc3[nH]c4cccc1c4c32. The target protein sequence is MSLLFLAMAPKPKPWVQTEGPEKKKGRQAGREEDPFRSTAEALKAIPAEKRIIRVDPTCPLSSNPGTQVYEDYNCTLNQTNIENNNNKFYIIQLLQDSNRFFTCWNHWGRVGEVGQSKINHFTRLEDAKKDFEKKFREKTKNNWAERDHFVSHPGKYTLIEVQAEDEAQEAVVKVDRGPVRTVTKRVQPCSLDPATQKLITNIFSKEMFKNTMALMDLDVKKMPLGKLSKQQIARGFEALEALEEALKGPTDGGQSLEELSSHFYTVIPHNFGHSQPPPINSPELLQAKKDMLLVLADIELAQALQAVSEQEKTVEEVPHPLDRDYQLLKCQLQLLDSGAPEYKVIQTYLEQTGSNHRCPTLQHIWKVNQEGEEDRFQAHSKLGNRKLLWHGTNMAVVAAILTSGLRIMPHSGGRVGKGIYFASENSKSAGYVIGMKCGAHHVGYMFLGEVALGREHHINTDNPSLKSPPPGFDSVIARGHTEPDPTQDTELELDGQQVV.... The pIC50 is 6.7. (4) The compound is CCCNc1nccc(N2CC[C@@H](Oc3ccc(C(C)C(=O)NCC(F)(F)F)cc3)C2)c1F. The target protein sequence is DTNGLSSSARPQGQQAGSPSKEDKKQANIKRQLMTNFILGSFDDYSSDEDSVAGSSRESTRKGSRASLGALSLEAYLTTGEAETRVPTMRPSMSGLHLVKRGREHKKLDLHRDFTVASPAEFVTRFGGDRVIEKVLIANNGIAAVKCMRSIRRWAYEMFRNERAIRFVVMVTPEDLKANAEYIKMADHYVPVPGGPNNNNYANVELIVDIAKRIPVQAVWAGWGHASENPKLPELLCKNGVAFLGPPSEAMWALGDKIASTVVAQTLQVPTLPWSGSGLTVEWTEDDLQQGKRISVPEDVYDKGCVKDVDEGLEAAERIGFPLMIKASEGGGGKGIRKAESAEDFPILFRQVQSEIPGSPIFLMKLAQHARHLEVQILADQYGNAVSLFGRDCSIQRRHQKIVEEAPATIAPLAIFEFMEQCAIRLAKTVGYVSAGTVEYLYSQDGSFHFLELNPRLQVEHPCTEMIADVNLPAAQLQIAMGVPLHRLKDIRLLYGESPW.... The pIC50 is 6.4. (5) The small molecule is CN1CCCCCNC(=O)Cn2c(-c3ccoc3)c(C3CCCCC3)c3ccc(cc32)C(=O)NS1(=O)=O. The target protein (O92972) has sequence MSTNPKPQRKTKRNTNRRPQDVKFPGGGQIVGGVYLLPRRGPRLGVRATRKASERSQPRGRRQPIPKARRPEGRAWAQPGYPWPLYGNEGLGWAGWLLSPRGSRPSWGPTDPRRRSRNLGKVIDTLTCGFADLMGYIPLVGAPLGGAARALAHGVRVLEDGVNYATGNLPGCSFSIFLLALLSCLTIPASAYEVRNVSGIYHVTNDCSNSSIVYEAADVIMHTPGCVPCVREGNSSRCWVALTPTLAARNASVPTTTIRRHVDLLVGTAAFCSAMYVGDLCGSIFLVSQLFTFSPRRHETVQDCNCSIYPGHVSGHRMAWDMMMNWSPTTALVVSQLLRIPQAVVDMVAGAHWGVLAGLAYYSMVGNWAKVLIVALLFAGVDGETHTTGRVAGHTTSGFTSLFSSGASQKIQLVNTNGSWHINRTALNCNDSLQTGFFAALFYAHKFNSSGCPERMASCRPIDWFAQGWGPITYTKPNSSDQRPYCWHYAPRPCGVVPAS.... The pIC50 is 7.0. (6) The compound is O=C1NC2(CCOCC2)n2c1c(Cl)cc(Nc1ccncn1)c2=O. The target protein (Q9HBH9) has sequence MVQKKPAELQGFHRSFKGQNPFELAFSLDQPDHGDSDFGLQCSARPDMPASQPIDIPDAKKRGKKKKRGRATDSFSGRFEDVYQLQEDVLGEGAHARVQTCINLITSQEYAVKIIEKQPGHIRSRVFREVEMLYQCQGHRNVLELIEFFEEEDRFYLVFEKMRGGSILSHIHKRRHFNELEASVVVQDVASALDFLHNKGIAHRDLKPENILCEHPNQVSPVKICDFDLGSGIKLNGDCSPISTPELLTPCGSAEYMAPEVVEAFSEEASIYDKRCDLWSLGVILYILLSGYPPFVGRCGSDCGWDRGEACPACQNMLFESIQEGKYEFPDKDWAHISCAAKDLISKLLVRDAKQRLSAAQVLQHPWVQGCAPENTLPTPMVLQRNSCAKDLTSFAAEAIAMNRQLAQHDEDLAEEEAAGQGQPVLVRATSRCLQLSPPSQSKLAQRRQRASLSSAPVVLVGDHA. The pIC50 is 7.3. (7) The compound is Cc1cncc2cccc(S(=O)(=O)N3CCCNC[C@@H]3C)c12. The target protein sequence is MGNAAAAKKGSEQESVKEFLAKAKEDFLKKWENPAQNTAHLDQFERIKTLGTGSFGRVMLVKHMETGNHYAMKILDKQKVVKLKQIEHTLNEKRILQAVNFPFLVKLEFSFKDNSNLYMVMEYMPGGEMFSHLRRIGRFSEPHARFYAAQIVLTFEYLHSLDLIYRDLKPENLLIDQQGYIQVADFGFAKRVKGRTWTLCGTPEYLAPEIILSKGYNKAVDWWALGVLIYEMAAGYPPFFADQPIQIYEKIVSGKVRFPSHFSSDLKDLLRNLLQVDLTKRFGNLKNGVNDIKNHKWFATTDWIAIYQRKVEAPFIPKFKGPGDTSNFDDYEEEEIRVSINEKCGKEFSEF. The pIC50 is 6.5.